This data is from Peptide-MHC class II binding affinity with 134,281 pairs from IEDB. The task is: Regression. Given a peptide amino acid sequence and an MHC pseudo amino acid sequence, predict their binding affinity value. This is MHC class II binding data. (1) The peptide sequence is KVFNTRRNTLLFLDL. The MHC is DRB1_0901 with pseudo-sequence DRB1_0901. The binding affinity (normalized) is 0.171. (2) The peptide sequence is TIMLLALIAVLTGGV. The MHC is DRB1_0101 with pseudo-sequence DRB1_0101. The binding affinity (normalized) is 0.176.